From a dataset of Full USPTO retrosynthesis dataset with 1.9M reactions from patents (1976-2016). Predict the reactants needed to synthesize the given product. (1) Given the product [C@@H:6]1([C:24]2[CH:29]=[CH:28][C:27]([CH3:30])=[C:26]([CH2:31][C:32]3[S:33][C:34]([C:37]4[CH:38]=[CH:39][C:40]([C:43]#[N:44])=[N:41][CH:42]=4)=[CH:35][CH:36]=3)[CH:25]=2)[O:7][C@H:8]([CH2:19][OH:20])[C@@H:9]([OH:15])[C@H:10]([OH:11])[C@H:5]1[OH:4], predict the reactants needed to synthesize it. The reactants are: C([O:4][C@@H:5]1[C@@H:10]([O:11]C(=O)C)[C@H:9]([O:15]C(=O)C)[C@@H:8]([CH2:19][O:20]C(=O)C)[O:7][C@H:6]1[C:24]1[CH:29]=[CH:28][C:27]([CH3:30])=[C:26]([CH2:31][C:32]2[S:33][C:34]([C:37]3[CH:38]=[CH:39][C:40]([C:43]#[N:44])=[N:41][CH:42]=3)=[CH:35][CH:36]=2)[CH:25]=1)(=O)C.CC(C)([O-])C.[Na+].[Cl-].[NH4+]. (2) Given the product [OH:1][C:2]1[CH:7]=[CH:6][CH:5]=[CH:4][C:3]=1[C:8]1[N:12]=[C:11]([C:13]2[CH:18]=[CH:17][CH:16]=[CH:15][C:14]=2[OH:19])[N:10]([CH2:29][C:28]([NH:27][CH3:26])=[O:30])[N:9]=1, predict the reactants needed to synthesize it. The reactants are: [OH:1][C:2]1[CH:7]=[CH:6][CH:5]=[CH:4][C:3]=1[C:8]1[N:12]=[C:11]([C:13]2[CH:18]=[CH:17][CH:16]=[CH:15][C:14]=2[OH:19])[N:10](CC(OCC)=O)[N:9]=1.[CH3:26][NH2:27].[CH2:28]([OH:30])[CH3:29]. (3) Given the product [F:31][C:2]1([F:1])[CH2:3][C:4]2[S:8][C:7]([NH:9][C:10]([C:12]3[CH2:35][O:34][CH2:33][CH2:32][C:17]=3[C:18]([OH:20])=[O:19])=[O:11])=[C:6]([C:23]3[S:24][CH:25]=[C:26]([CH3:28])[N:27]=3)[C:5]=2[CH2:29][CH2:30]1, predict the reactants needed to synthesize it. The reactants are: [F:1][C:2]1([F:31])[CH2:30][CH2:29][C:5]2[C:6]([C:23]3[S:24][CH:25]=[C:26]([CH3:28])[N:27]=3)=[C:7]([NH:9][C:10]([C:12]3CCOC[C:17]=3[C:18]([O:20]CC)=[O:19])=[O:11])[S:8][C:4]=2[CH2:3]1.[CH3:32][CH2:33][OH:34].[CH3:35]CCCCCC. (4) Given the product [S:1]([N:12]=[N+:13]=[N-:14])([C:4]1[CH:10]=[CH:9][C:7]([CH3:8])=[CH:6][CH:5]=1)(=[O:3])=[O:2], predict the reactants needed to synthesize it. The reactants are: [S:1](Cl)([C:4]1[CH:10]=[CH:9][C:7]([CH3:8])=[CH:6][CH:5]=1)(=[O:3])=[O:2].[N-:12]=[N+:13]=[N-:14].[Na+]. (5) Given the product [CH:25]([N:9]1[C:10]2[C:6](=[CH:5][C:4]([N+:1]([O-:3])=[O:2])=[CH:12][CH:11]=2)[C:7]([C:18]2[CH:23]=[CH:22][CH:21]=[CH:20][CH:19]=2)=[C:8]1[C:13]([O:15][CH2:16][CH3:17])=[O:14])([C:26]1[CH:31]=[CH:30][CH:29]=[CH:28][CH:27]=1)[C:32]1[CH:37]=[CH:36][CH:35]=[CH:34][CH:33]=1, predict the reactants needed to synthesize it. The reactants are: [N+:1]([C:4]1[CH:5]=[C:6]2[C:10](=[CH:11][CH:12]=1)[NH:9][C:8]([C:13]([O:15][CH2:16][CH3:17])=[O:14])=[C:7]2[C:18]1[CH:23]=[CH:22][CH:21]=[CH:20][CH:19]=1)([O-:3])=[O:2].Br[CH:25]([C:32]1[CH:37]=[CH:36][CH:35]=[CH:34][CH:33]=1)[C:26]1[CH:31]=[CH:30][CH:29]=[CH:28][CH:27]=1. (6) Given the product [I:10][C:5]1[C:6]([OH:8])=[N:7][C:2]([CH3:1])=[N:3][C:4]=1[CH3:9], predict the reactants needed to synthesize it. The reactants are: [CH3:1][C:2]1[N:7]=[C:6]([OH:8])[CH:5]=[C:4]([CH3:9])[N:3]=1.[I:10]I. (7) Given the product [CH:16]([C:12]1[C:13]([CH3:15])=[N:14][C:9]([NH:8][C:5]2[CH:6]=[CH:7][C:2]([C:18]#[N:19])=[CH:3][CH:4]=2)=[N:10][CH:11]=1)=[O:17], predict the reactants needed to synthesize it. The reactants are: Br[C:2]1[CH:7]=[CH:6][C:5]([NH:8][C:9]2[N:14]=[C:13]([CH3:15])[C:12]([CH:16]=[O:17])=[CH:11][N:10]=2)=[CH:4][CH:3]=1.[CH3:18][N:19](C=O)C. (8) Given the product [Cl:1][C:2]1[CH:7]=[CH:6][C:5]([C:8]2[C:9]3[N:10]([C:37]([CH2:38][O:39][CH3:40])=[N:36][N:35]=3)[N:11]([CH2:23][C:24]3[C:25]([CH3:34])=[N:26][C:27]([C:30]([F:31])([F:32])[F:33])=[CH:28][CH:29]=3)[C:12](=[O:22])[C:13]=2[C:14]2[CH:19]=[CH:18][C:17]([C:20]#[N:21])=[CH:16][CH:15]=2)=[CH:4][CH:3]=1, predict the reactants needed to synthesize it. The reactants are: [Cl:1][C:2]1[CH:7]=[CH:6][C:5]([C:8]2[C:9]([NH:35][NH:36][C:37](=O)[CH2:38][O:39][CH3:40])=[N:10][N:11]([CH2:23][C:24]3[C:25]([CH3:34])=[N:26][C:27]([C:30]([F:33])([F:32])[F:31])=[CH:28][CH:29]=3)[C:12](=[O:22])[C:13]=2[C:14]2[CH:19]=[CH:18][C:17]([C:20]#[N:21])=[CH:16][CH:15]=2)=[CH:4][CH:3]=1.O=P(Cl)(Cl)Cl. (9) Given the product [CH2:1]([C:5]1[N:10]=[N:9][C:8]([O:11][CH2:12][C@H:13]2[C@@H:18]([OH:19])[CH2:17][CH2:16][N:15]([CH3:35])[CH2:14]2)=[CH:7][C:6]=1[C:20]1[CH:25]=[CH:24][C:23]([O:26][CH:27]2[CH2:32][CH2:31][CH2:30][CH2:29][CH2:28]2)=[CH:22][CH:21]=1)[CH2:2][CH2:3][CH3:4], predict the reactants needed to synthesize it. The reactants are: [CH2:1]([C:5]1[N:10]=[N:9][C:8]([O:11][CH2:12][C@H:13]2[C@@H:18]([OH:19])[CH2:17][CH2:16][NH:15][CH2:14]2)=[CH:7][C:6]=1[C:20]1[CH:25]=[CH:24][C:23]([O:26][CH:27]2[CH2:32][CH2:31][CH2:30][CH2:29][CH2:28]2)=[CH:22][CH:21]=1)[CH2:2][CH2:3][CH3:4].C=O.[C:35](O[BH-](OC(=O)C)OC(=O)C)(=O)C.[Na+]. (10) Given the product [C:12]([O:16][C:17]([N:19]1[CH2:24][CH2:23][N:22]([C:2]2[CH:7]=[C:6]([N+:8]([O-:10])=[O:9])[CH:5]=[C:4]([Br:11])[N:3]=2)[CH2:21][CH2:20]1)=[O:18])([CH3:15])([CH3:13])[CH3:14], predict the reactants needed to synthesize it. The reactants are: Br[C:2]1[CH:7]=[C:6]([N+:8]([O-:10])=[O:9])[CH:5]=[C:4]([Br:11])[N:3]=1.[C:12]([O:16][C:17]([N:19]1[CH2:24][CH2:23][NH:22][CH2:21][CH2:20]1)=[O:18])([CH3:15])([CH3:14])[CH3:13].C(N(CC)CC)C.O1CCOCC1.